The task is: Predict the reactants needed to synthesize the given product.. This data is from Full USPTO retrosynthesis dataset with 1.9M reactions from patents (1976-2016). (1) Given the product [CH2:14]([O:15][C:16](=[O:17])[CH2:18][CH:34]([C:27]1[CH:28]=[CH:29][C:30]([O:32][CH3:33])=[CH:31][C:26]=1[O:42][CH2:41][C:40]1[CH:39]=[CH:43][CH:3]=[CH:1][CH:2]=1)[CH2:35][N+:36]([O-:38])=[O:37])[CH3:13], predict the reactants needed to synthesize it. The reactants are: [CH:1](NC(C)C)([CH3:3])[CH3:2].[Li]CCCC.[CH3:13][CH2:14][O:15][C:16]([CH3:18])=[O:17].C([C:26]1[CH:31]=[C:30]([O:32][CH3:33])[CH:29]=[CH:28][C:27]=1[CH:34]=[CH:35][N+:36]([O-:38])=[O:37])C1C=CC=CC=1.[CH2:39]1[CH2:43][O:42][CH2:41][CH2:40]1. (2) Given the product [F:1][C:2]1[CH:3]=[CH:4][C:5]([O:24][CH3:25])=[C:6]([C:8]2[CH:13]=[CH:12][N:11]=[C:10]3[NH:14][C:15]([CH:17]4[CH2:22][CH2:21][CH:20]([NH:37][C@H:38]([CH:46]([CH3:48])[CH3:47])[C:39]([O:41][C:42]([CH3:44])([CH3:43])[CH3:45])=[O:40])[CH2:19][CH2:18]4)=[CH:16][C:9]=23)[CH:7]=1, predict the reactants needed to synthesize it. The reactants are: [F:1][C:2]1[CH:3]=[CH:4][C:5]([O:24][CH3:25])=[C:6]([C:8]2[CH:13]=[CH:12][N:11]=[C:10]3[NH:14][C:15]([C:17]4[CH2:22][CH2:21][C:20](=O)[CH2:19][CH:18]=4)=[CH:16][C:9]=23)[CH:7]=1.C(N(CC)CC)C.C(O)(=O)C.[NH2:37][C@H:38]([CH:46]([CH3:48])[CH3:47])[C:39]([O:41][C:42]([CH3:45])([CH3:44])[CH3:43])=[O:40].Cl.C([BH3-])#N. (3) Given the product [CH3:24][NH:23][C:21](=[O:22])[C:20]1[CH:25]=[CH:26][CH:27]=[CH:28][C:19]=1[O:18][CH2:4][C@@H:2]1[CH2:3][O:1]1, predict the reactants needed to synthesize it. The reactants are: [O:1]1[CH2:3][C@H:2]1[CH2:4]OS(C1C=CC=C([N+]([O-])=O)C=1)(=O)=O.[OH:18][C:19]1[CH:28]=[CH:27][CH:26]=[CH:25][C:20]=1[C:21]([NH:23][CH3:24])=[O:22].C([O-])([O-])=O.[Cs+].[Cs+]. (4) Given the product [CH:1]1([C:4]2[CH:8]=[CH:7][N:6]([CH2:9][C:10]([OH:12])=[O:11])[N:5]=2)[CH2:2][CH2:3]1, predict the reactants needed to synthesize it. The reactants are: [CH:1]1([C:4]2[CH:8]=[CH:7][N:6]([CH2:9][C:10]([O:12]CC)=[O:11])[N:5]=2)[CH2:3][CH2:2]1.[CH]Cl.CCOC(C)=O. (5) Given the product [I:29][C:6]1[O:10][N:9]=[C:8]([C:11]2[CH:12]=[C:13]3[C:18](=[CH:19][CH:20]=2)[CH:17]=[N:16][CH:15]=[CH:14]3)[CH:7]=1, predict the reactants needed to synthesize it. The reactants are: C([Sn](CCCC)(CCCC)[C:6]1[O:10][N:9]=[C:8]([C:11]2[CH:12]=[C:13]3[C:18](=[CH:19][CH:20]=2)[CH:17]=[N:16][CH:15]=[CH:14]3)[CH:7]=1)CCC.[I:29]I. (6) Given the product [ClH:1].[CH:8]1[CH:7]=[CH:6][CH:5]=[C:4]2[C:9]=1[C:10]1[NH:18][C:17]3[C:12](=[CH:13][CH:14]=[CH:15][CH:16]=3)[C:11]=1[C:2]([NH:19][CH2:20][CH2:22][OH:23])=[N:3]2, predict the reactants needed to synthesize it. The reactants are: [Cl:1][C:2]1[C:11]2[C:12]3[C:17]([NH:18][C:10]=2[C:9]2[C:4](=[CH:5][CH:6]=[CH:7][CH:8]=2)[N:3]=1)=[CH:16][CH:15]=[CH:14][CH:13]=3.[NH:19]1C2C(=CC=CC=2)[C:22](=[O:23])[C:20]1=O.NCCO.CO. (7) Given the product [CH2:1]1[CH:12]2[CH:4]([NH:5][C:6]3[C:7]([C:13]([NH:15][C@@H:16]([CH3:22])[C:17]([O:19][CH2:20][CH3:21])=[O:18])=[O:14])=[CH:8][CH:9]=[CH:10][C:11]=32)[CH2:3][CH2:2]1, predict the reactants needed to synthesize it. The reactants are: [CH2:1]1[C:12]2[C:11]3[CH:10]=[CH:9][CH:8]=[C:7]([C:13]([NH:15][C@@H:16]([CH3:22])[C:17]([O:19][CH2:20][CH3:21])=[O:18])=[O:14])[C:6]=3[NH:5][C:4]=2[CH2:3][CH2:2]1.Cl.